From a dataset of Forward reaction prediction with 1.9M reactions from USPTO patents (1976-2016). Predict the product of the given reaction. Given the reactants [Br:1][C:2]1[C:6]2[S:7][C:8]([C:27]([O:29]CC)=[O:28])=[C:9]([CH:10]([CH2:20][CH2:21][CH2:22][CH2:23][CH2:24][CH2:25][CH3:26])[CH2:11][CH2:12][CH2:13][CH2:14][CH2:15][CH2:16][CH2:17][CH2:18][CH3:19])[C:5]=2[S:4][CH:3]=1.[OH-].[Na+], predict the reaction product. The product is: [Br:1][C:2]1[C:6]2[S:7][C:8]([C:27]([OH:29])=[O:28])=[C:9]([CH:10]([CH2:20][CH2:21][CH2:22][CH2:23][CH2:24][CH2:25][CH3:26])[CH2:11][CH2:12][CH2:13][CH2:14][CH2:15][CH2:16][CH2:17][CH2:18][CH3:19])[C:5]=2[S:4][CH:3]=1.